Dataset: Reaction yield outcomes from USPTO patents with 853,638 reactions. Task: Predict the reaction yield, written as a fraction of the theoretical maximum amount of product (1.0 means a 100% yield; for example, 0.34 means a 34% yield). (1) The reactants are C([N:8]1[CH2:13][CH:12]=[C:11]([C:14]2[CH:19]=[CH:18][C:17]([CH:20]3[C:25]([CH3:27])([CH3:26])[O:24][C:23]([NH:28][C@H:29]([C:40]4[CH:45]=[CH:44][CH:43]=[CH:42][C:41]=4[F:46])[CH2:30][CH2:31][O:32][Si](C(C)(C)C)(C)C)=[N:22][S:21]3(=[O:48])=[O:47])=[CH:16][CH:15]=2)[CH2:10][CH2:9]1)(OC(C)(C)C)=O.[H][H].Cl. The catalyst is CO.[Pd]. The product is [CH3:26][C:25]1([CH3:27])[O:24][C:23]([NH:28][C@H:29]([C:40]2[CH:45]=[CH:44][CH:43]=[CH:42][C:41]=2[F:46])[CH2:30][CH2:31][OH:32])=[N:22][S:21](=[O:48])(=[O:47])[CH:20]1[C:17]1[CH:16]=[CH:15][C:14]([CH:11]2[CH2:10][CH2:9][NH:8][CH2:13][CH2:12]2)=[CH:19][CH:18]=1. The yield is 0.910. (2) The reactants are [CH3:1][C:2]([CH3:7])=[CH:3][C:4](Cl)=[O:5].[NH2:8][C:9]1[CH:14]=[CH:13][CH:12]=[CH:11][CH:10]=1.C(N(C(C)C)CC)(C)C.C(=O)(O)[O-].[Na+]. The catalyst is C(Cl)Cl. The product is [C:9]1([NH:8][C:4](=[O:5])[CH:3]=[C:2]([CH3:7])[CH3:1])[CH:14]=[CH:13][CH:12]=[CH:11][CH:10]=1. The yield is 1.00. (3) The reactants are [C:1]([NH:4][CH2:5][C:6]([OH:8])=O)(=[O:3])[CH3:2].C1(P(C2C=CC=CC=2)C2C=CC=CC=2)C=CC=CC=1.C(Br)(Br)(Br)Br.[CH3:33][S:34]([C:37]1[CH:38]=[C:39]([C:43]2[N:48]3[N:49]=[C:50]([NH2:52])[N:51]=[C:47]3[CH:46]=[CH:45][CH:44]=2)[CH:40]=[CH:41][CH:42]=1)(=[O:36])=[O:35].C(=O)(O)[O-].[Na+]. The catalyst is N1C=CC=CC=1.CO.C(Cl)(Cl)Cl. The product is [C:1]([NH:4][CH2:5][C:6]([NH:52][C:50]1[N:51]=[C:47]2[CH:46]=[CH:45][CH:44]=[C:43]([C:39]3[CH:40]=[CH:41][CH:42]=[C:37]([S:34]([CH3:33])(=[O:36])=[O:35])[CH:38]=3)[N:48]2[N:49]=1)=[O:8])(=[O:3])[CH3:2]. The yield is 0.780. (4) The reactants are [N:1]1[CH:6]=[CH:5][CH:4]=[CH:3][C:2]=1[C:7]1[N:11]=[C:10]([C:12]2[CH:17]=[C:16]([OH:18])[CH:15]=[C:14]([C:19]#[N:20])[CH:13]=2)[O:9][N:8]=1.C(=O)([O-])[O-].[K+].[K+].I[CH2:28][CH3:29]. The catalyst is CN(C)C=O.ClCCl. The product is [N:1]1[CH:6]=[CH:5][CH:4]=[CH:3][C:2]=1[C:7]1[N:11]=[C:10]([C:12]2[CH:17]=[C:16]([O:18][CH2:28][CH3:29])[CH:15]=[C:14]([C:19]#[N:20])[CH:13]=2)[O:9][N:8]=1. The yield is 0.390.